This data is from NCI-60 drug combinations with 297,098 pairs across 59 cell lines. The task is: Regression. Given two drug SMILES strings and cell line genomic features, predict the synergy score measuring deviation from expected non-interaction effect. Drug 1: COC1=C2C(=CC3=C1OC=C3)C=CC(=O)O2. Drug 2: C(CN)CNCCSP(=O)(O)O. Cell line: A549. Synergy scores: CSS=0.392, Synergy_ZIP=0.380, Synergy_Bliss=0.886, Synergy_Loewe=0.567, Synergy_HSA=0.557.